This data is from Peptide-MHC class I binding affinity with 185,985 pairs from IEDB/IMGT. The task is: Regression. Given a peptide amino acid sequence and an MHC pseudo amino acid sequence, predict their binding affinity value. This is MHC class I binding data. (1) The peptide sequence is ISDEFMWRY. The MHC is HLA-A30:01 with pseudo-sequence HLA-A30:01. The binding affinity (normalized) is 0.0847. (2) The peptide sequence is PAEMLANID. The MHC is HLA-A23:01 with pseudo-sequence HLA-A23:01. The binding affinity (normalized) is 0.